From a dataset of NCI-60 drug combinations with 297,098 pairs across 59 cell lines. Regression. Given two drug SMILES strings and cell line genomic features, predict the synergy score measuring deviation from expected non-interaction effect. Drug 1: COC1=C(C=C2C(=C1)N=CN=C2NC3=CC(=C(C=C3)F)Cl)OCCCN4CCOCC4. Drug 2: CN(C(=O)NC(C=O)C(C(C(CO)O)O)O)N=O. Cell line: NCI-H226. Synergy scores: CSS=27.2, Synergy_ZIP=-2.90, Synergy_Bliss=3.55, Synergy_Loewe=-28.5, Synergy_HSA=4.37.